Dataset: Forward reaction prediction with 1.9M reactions from USPTO patents (1976-2016). Task: Predict the product of the given reaction. (1) Given the reactants [Br:1][C:2]1[CH:3]=[CH:4][C:5]([O:9][CH3:10])=[C:6]([OH:8])[CH:7]=1.C(N(C(C)C)CC)(C)C.[CH3:20][O:21][CH2:22]Cl, predict the reaction product. The product is: [Br:1][C:2]1[CH:3]=[CH:4][C:5]([O:9][CH3:10])=[C:6]([O:8][CH2:20][O:21][CH3:22])[CH:7]=1. (2) Given the reactants [O:1]1[CH2:5][CH2:4][C:3](=O)[CH2:2]1.Cl.[CH:8]1([CH2:12][NH2:13])[CH2:11][CH2:10][CH2:9]1.[S-:14][C:15]#[N:16].[K+].II, predict the reaction product. The product is: [CH:8]1([CH2:12][N:13]2[C:3]3[CH2:2][O:1][CH2:5][C:4]=3[S:14][C:15]2=[NH:16])[CH2:11][CH2:10][CH2:9]1.